This data is from Forward reaction prediction with 1.9M reactions from USPTO patents (1976-2016). The task is: Predict the product of the given reaction. (1) Given the reactants [CH2:1]([C:5]1[N:6]=[C:7]([CH3:27])[NH:8][C:9](=[O:26])[C:10]=1[CH2:11][C:12]1[CH:17]=[CH:16][C:15]([C:18]2[C:19]([C:24]#[N:25])=[CH:20][CH:21]=[CH:22][CH:23]=2)=[CH:14][CH:13]=1)[CH2:2][CH2:3][CH3:4].[CH3:28][O:29][C:30]1[CH:31]=[C:32](B(O)O)[CH:33]=[CH:34][CH:35]=1.C(N(CC)CC)C.N1C=CC=CC=1, predict the reaction product. The product is: [CH2:1]([C:5]1[N:6]=[C:7]([CH3:27])[N:8]([C:34]2[CH:33]=[CH:32][CH:31]=[C:30]([O:29][CH3:28])[CH:35]=2)[C:9](=[O:26])[C:10]=1[CH2:11][C:12]1[CH:17]=[CH:16][C:15]([C:18]2[C:19]([C:24]#[N:25])=[CH:20][CH:21]=[CH:22][CH:23]=2)=[CH:14][CH:13]=1)[CH2:2][CH2:3][CH3:4]. (2) Given the reactants I[C:2]1[C:10]2[C:5](=[N:6][CH:7]=[CH:8][CH:9]=2)[N:4]([CH3:11])[CH:3]=1.[C:12]1([S:18]([N:21]2[C:25]3=[CH:26][N:27]=[CH:28][CH:29]=[C:24]3[C:23](I)=[CH:22]2)(=[O:20])=[O:19])[CH:17]=[CH:16][CH:15]=[CH:14][CH:13]=1, predict the reaction product. The product is: [C:12]1([S:18]([N:21]2[C:25]3=[CH:26][N:27]=[CH:28][CH:29]=[C:24]3[C:23]([C:2]3[C:10]4[C:5](=[N:6][CH:7]=[CH:8][CH:9]=4)[N:4]([CH3:11])[CH:3]=3)=[CH:22]2)(=[O:20])=[O:19])[CH:17]=[CH:16][CH:15]=[CH:14][CH:13]=1.